This data is from Reaction yield outcomes from USPTO patents with 853,638 reactions. The task is: Predict the reaction yield, written as a fraction of the theoretical maximum amount of product (1.0 means a 100% yield; for example, 0.34 means a 34% yield). (1) The reactants are C(C1C=C[S:6]C=1)(=O)C.[S:9]1[CH:13]=[CH:12][C:11]([C:14]([CH2:16][C:17]#[N:18])=[O:15])=[CH:10]1.[CH2:19]([CH:26]1[CH2:31][CH2:30][C:29](=O)[CH2:28][CH2:27]1)[C:20]1[CH:25]=[CH:24][CH:23]=[CH:22][CH:21]=1.N1CCOCC1.[S]. No catalyst specified. The product is [NH2:18][C:17]1[S:6][C:28]2[CH2:27][CH:26]([CH2:19][C:20]3[CH:25]=[CH:24][CH:23]=[CH:22][CH:21]=3)[CH2:31][CH2:30][C:29]=2[C:16]=1[C:14]([C:11]1[CH:12]=[CH:13][S:9][CH:10]=1)=[O:15]. The yield is 0.650. (2) The product is [C:1]([NH2:26])(=[O:24])[CH2:2][CH2:3][CH:4]=[CH:5][CH2:6][CH:7]=[CH:8][CH2:9][CH:10]=[CH:11][CH2:12][CH:13]=[CH:14][CH2:15][CH:16]=[CH:17][CH2:18][CH:19]=[CH:20][CH2:21][CH3:22]. The yield is 0.470. The reactants are [C:1]([OH:24])(=O)[CH2:2][CH2:3]/[CH:4]=[CH:5]\[CH2:6]/[CH:7]=[CH:8]\[CH2:9]/[CH:10]=[CH:11]\[CH2:12]/[CH:13]=[CH:14]\[CH2:15]/[CH:16]=[CH:17]\[CH2:18]/[CH:19]=[CH:20]\[CH2:21][CH3:22].C[N:26](C(ON1N=NC2C=CC=NC1=2)=[N+](C)C)C.F[P-](F)(F)(F)(F)F.CCN(C(C)C)C(C)C. The catalyst is CC#N.CCOC(C)=O. (3) The reactants are Br[C:2]1[C:3]([O:20][CH3:21])=[C:4]([CH:10]([NH:12][C:13](=[O:19])[O:14][C:15]([CH3:18])([CH3:17])[CH3:16])[CH3:11])[CH:5]=[C:6]([Cl:9])[C:7]=1[CH3:8].CO[CH2:24][CH2:25]OC.C(=O)([O-])[O-].[K+].[K+].N1C=CC=CC=1.C(B1OB(C=C)OB(C=C)O1)=C. The catalyst is O.CCOC(C)=O.C1C=CC([P]([Pd]([P](C2C=CC=CC=2)(C2C=CC=CC=2)C2C=CC=CC=2)([P](C2C=CC=CC=2)(C2C=CC=CC=2)C2C=CC=CC=2)[P](C2C=CC=CC=2)(C2C=CC=CC=2)C2C=CC=CC=2)(C2C=CC=CC=2)C2C=CC=CC=2)=CC=1. The product is [Cl:9][C:6]1[C:7]([CH3:8])=[C:2]([CH:24]=[CH2:25])[C:3]([O:20][CH3:21])=[C:4]([CH:10]([NH:12][C:13](=[O:19])[O:14][C:15]([CH3:18])([CH3:17])[CH3:16])[CH3:11])[CH:5]=1. The yield is 1.00. (4) The reactants are [Br:1][C:2]1[C:3]([CH3:11])=[C:4]([CH:6]=[CH:7][C:8]=1[O:9][CH3:10])[NH2:5].C(OC(=O)C)(=O)C.C([O-])(=O)C.[K+].[N:24](OCCCCC)=O. The catalyst is C(#N)C. The product is [Br:1][C:2]1[C:8]([O:9][CH3:10])=[CH:7][CH:6]=[C:4]2[C:3]=1[CH:11]=[N:24][NH:5]2. The yield is 0.520. (5) The reactants are [F:1][C:2]1[CH:3]=[N:4][C:5]([NH:8][C:9]2[S:10][C:11]3[CH2:17][CH2:16][NH:15][C:14]4=[N:18][N:19]([CH2:21][C:22]5[CH:27]=[CH:26][C:25]([O:28][CH3:29])=[CH:24][CH:23]=5)[CH:20]=[C:13]4[C:12]=3[N:30]=2)=[N:6][CH:7]=1.[H-].[Na+].Cl[CH2:34][C:35]1[CH:40]=[CH:39][C:38]([O:41][CH3:42])=[CH:37][CH:36]=1. The catalyst is CN(C=O)C.CCOC(C)=O. The product is [F:1][C:2]1[CH:3]=[N:4][C:5]([N:8]([CH2:34][C:35]2[CH:40]=[CH:39][C:38]([O:41][CH3:42])=[CH:37][CH:36]=2)[C:9]2[S:10][C:11]3[CH2:17][CH2:16][NH:15][C:14]4=[N:18][N:19]([CH2:21][C:22]5[CH:27]=[CH:26][C:25]([O:28][CH3:29])=[CH:24][CH:23]=5)[CH:20]=[C:13]4[C:12]=3[N:30]=2)=[N:6][CH:7]=1. The yield is 0.340.